This data is from Reaction yield outcomes from USPTO patents with 853,638 reactions. The task is: Predict the reaction yield, written as a fraction of the theoretical maximum amount of product (1.0 means a 100% yield; for example, 0.34 means a 34% yield). (1) The reactants are [F:1][C:2]1[CH:25]=[CH:24][CH:23]=[CH:22][C:3]=1[CH2:4][N:5]1[CH2:10][CH2:9][N:8]([CH2:11][C:12]2[CH:13]=[N:14][CH:15]=[C:16]([CH:21]=2)[C:17]([O:19]C)=[O:18])[CH2:7][CH2:6]1.[OH-].[Li+]. The catalyst is C1COCC1.O. The product is [F:1][C:2]1[CH:25]=[CH:24][CH:23]=[CH:22][C:3]=1[CH2:4][N:5]1[CH2:6][CH2:7][N:8]([CH2:11][C:12]2[CH:13]=[N:14][CH:15]=[C:16]([CH:21]=2)[C:17]([OH:19])=[O:18])[CH2:9][CH2:10]1. The yield is 0.920. (2) The reactants are Br[C:2]1[CH:3]=[C:4]2[C:8](=[CH:9][CH:10]=1)[N:7]([CH2:11][C:12]([O:14][CH2:15][CH3:16])=[O:13])[CH:6]=[C:5]2[CH2:17][C:18]#[N:19].[C:20]1(B(O)O)[CH:25]=[CH:24][CH:23]=[CH:22][CH:21]=1.C([O-])([O-])=O.[Na+].[Na+].O. The catalyst is COCCOC.CC([O-])=O.CC([O-])=O.[Pd+2].C1C=CC(P(C2C=CC=CC=2)C2C=CC=CC=2)=CC=1. The product is [C:18]([CH2:17][C:5]1[C:4]2[C:8](=[CH:9][CH:10]=[C:2]([C:20]3[CH:25]=[CH:24][CH:23]=[CH:22][CH:21]=3)[CH:3]=2)[N:7]([CH2:11][C:12]([O:14][CH2:15][CH3:16])=[O:13])[CH:6]=1)#[N:19]. The yield is 0.450. (3) The yield is 0.510. The reactants are [CH:1]1([N:4]2[C:9](=[O:10])[CH:8]=[C:7]([NH:11][CH3:12])[N:6]([C:13]3[CH:18]=[CH:17][CH:16]=[C:15]([N+:19]([O-:21])=[O:20])[CH:14]=3)[C:5]2=[O:22])[CH2:3][CH2:2]1.C1(OC2C=CC=CC=2)C=CC=CC=1.[C:36]([O:44]CC)(=O)[CH2:37][C:38]([O:40]CC)=O. The product is [CH:1]1([N:4]2[C:9](=[O:10])[C:8]3[C:38]([OH:40])=[CH:37][C:36](=[O:44])[N:11]([CH3:12])[C:7]=3[N:6]([C:13]3[CH:18]=[CH:17][CH:16]=[C:15]([N+:19]([O-:21])=[O:20])[CH:14]=3)[C:5]2=[O:22])[CH2:2][CH2:3]1. No catalyst specified.